This data is from Full USPTO retrosynthesis dataset with 1.9M reactions from patents (1976-2016). The task is: Predict the reactants needed to synthesize the given product. (1) The reactants are: [F:1][C:2]1[CH:3]=[CH:4][C:5]2[N:9]=[C:8]([C:10]3[C:22]4[C:21]5[C:16](=[CH:17][CH:18]=[CH:19][CH:20]=5)[C:15](=[N:23]O)[C:14]=4[CH:13]=[CH:12][CH:11]=3)[NH:7][C:6]=2[CH:25]=1. Given the product [F:1][C:2]1[CH:3]=[CH:4][C:5]2[N:9]=[C:8]([C:10]3[C:22]4[C:21]5[C:16](=[CH:17][CH:18]=[CH:19][CH:20]=5)[CH:15]([NH2:23])[C:14]=4[CH:13]=[CH:12][CH:11]=3)[NH:7][C:6]=2[CH:25]=1, predict the reactants needed to synthesize it. (2) The reactants are: Cl[C:2]1[N:7]=[CH:6][C:5]([CH2:8][C:9]([N:11]2[CH2:16][CH2:15][N:14]([C:17]3[N:24]=[CH:23][CH:22]=[CH:21][C:18]=3[C:19]#[N:20])[CH2:13][CH2:12]2)=[O:10])=[CH:4][CH:3]=1.[CH2:25]([OH:29])[CH2:26][CH2:27][CH3:28].C(=O)([O-])[O-].[Cs+].[Cs+]. Given the product [CH2:25]([O:29][C:2]1[N:7]=[CH:6][C:5]([CH2:8][C:9]([N:11]2[CH2:16][CH2:15][N:14]([C:17]3[N:24]=[CH:23][CH:22]=[CH:21][C:18]=3[C:19]#[N:20])[CH2:13][CH2:12]2)=[O:10])=[CH:4][CH:3]=1)[CH2:26][CH2:27][CH3:28], predict the reactants needed to synthesize it. (3) Given the product [Cl:22][C:20]1[CH:19]=[C:4]([CH:3]=[C:2]([Cl:1])[CH:21]=1)[CH2:5][O:6][C:7]1[CH:15]=[CH:14][CH:13]=[C:9]2[C:8]=1[C:16](=[O:18])[N:24]([CH:25]1[CH2:31][CH2:30][C:29](=[O:32])[NH:28][C:26]1=[O:27])[C:10]2=[O:12], predict the reactants needed to synthesize it. The reactants are: [Cl:1][C:2]1[CH:3]=[C:4]([CH:19]=[C:20]([Cl:22])[CH:21]=1)[CH2:5][O:6][C:7]1[CH:15]=[CH:14][CH:13]=[C:9]([C:10]([OH:12])=O)[C:8]=1[C:16]([OH:18])=O.Cl.[NH2:24][CH:25]1[CH2:31][CH2:30][C:29](=[O:32])[NH:28][C:26]1=[O:27]. (4) The reactants are: [NH2:1][CH2:2][C@@H:3]1[O:7][C:6](=[O:8])[N:5]([C:9]2[CH:14]=[CH:13][C:12]([CH:15]3[CH2:20][CH2:19][S:18](=[O:22])(=[O:21])[CH2:17][CH2:16]3)=[C:11]([F:23])[CH:10]=2)[CH2:4]1.C(N(C(C)C)CC)(C)C.[C:33](Cl)(=[O:40])[O:34][CH2:35][O:36][C:37](=[O:39])[CH3:38]. Given the product [C:37]([O:36][CH2:35][O:34][C:33]([NH:1][CH2:2][C@@H:3]1[O:7][C:6](=[O:8])[N:5]([C:9]2[CH:14]=[CH:13][C:12]([CH:15]3[CH2:20][CH2:19][S:18](=[O:21])(=[O:22])[CH2:17][CH2:16]3)=[C:11]([F:23])[CH:10]=2)[CH2:4]1)=[O:40])(=[O:39])[CH3:38], predict the reactants needed to synthesize it. (5) Given the product [Br:12][C:9]1[C:10]([F:11])=[C:2]2[C:3]([C:4](=[O:5])[NH:19][CH:18]=[N:1]2)=[CH:7][C:8]=1[Cl:13], predict the reactants needed to synthesize it. The reactants are: [NH2:1][C:2]1[C:10]([F:11])=[C:9]([Br:12])[C:8]([Cl:13])=[CH:7][C:3]=1[C:4](O)=[O:5].C(O)(=O)C.[CH:18](N)=[NH:19]. (6) Given the product [CH3:8][C:9]1[CH:10]2[C:6]([CH2:5][CH2:4][CH:3]=[C:2]([CH3:1])[CH3:15])([CH3:14])[CH:7]([CH2:13]2)[CH2:12][CH:11]=1, predict the reactants needed to synthesize it. The reactants are: [CH3:1][C:2]([CH3:15])=[CH:3][CH2:4][CH2:5][C:6]1([CH3:14])[C:10]2([CH3:13])[CH:11]3[CH2:12][CH:7]1[CH2:8][CH:9]23.CC(C)=CCC[C@@]1(C)C(=C)[C@H]2C[C@@H]1CC2.CC(C)=CCC[C@]1(C)C(=C)[C@H]2C[C@@H]1CC2.